This data is from Full USPTO retrosynthesis dataset with 1.9M reactions from patents (1976-2016). The task is: Predict the reactants needed to synthesize the given product. (1) Given the product [OH:37][CH2:36][CH2:35][N:1]1[C:10]2[C:5](=[CH:6][CH:7]=[C:8]([NH:11][C:12]([C:14]3[CH:19]=[CH:18][C:17]([C:20]4[CH:21]=[CH:22][CH:23]=[CH:24][CH:25]=4)=[CH:16][CH:15]=3)=[O:13])[CH:9]=2)[CH2:4][CH2:3][CH2:2]1, predict the reactants needed to synthesize it. The reactants are: [NH:1]1[C:10]2[C:5](=[CH:6][CH:7]=[C:8]([NH:11][C:12]([C:14]3[CH:19]=[CH:18][C:17]([C:20]4[CH:25]=[CH:24][CH:23]=[CH:22][CH:21]=4)=[CH:16][CH:15]=3)=[O:13])[CH:9]=2)[CH2:4][CH2:3][CH2:2]1.C(=O)([O-])[O-].[K+].[K+].[I-].[Na+].Br[CH2:35][CH2:36][OH:37]. (2) Given the product [C:15]12([CH2:25][C:26]([NH:28][C:29]3[C:38]([Cl:39])=[CH:37][CH:36]=[C:35]4[C:30]=3[CH:31]=[CH:32][C:33]([CH2:40][NH:1][CH2:2][CH2:3][NH:4][CH2:12][CH2:13][OH:14])=[N:34]4)=[O:27])[CH2:22][CH:21]3[CH2:23][CH:17]([CH2:18][CH:19]([CH2:20]3)[CH2:24]1)[CH2:16]2, predict the reactants needed to synthesize it. The reactants are: [NH2:1][CH2:2][CH2:3][N:4]([CH2:12][CH2:13][OH:14])C(=O)OC(C)(C)C.[C:15]12([CH2:25][C:26]([NH:28][C:29]3[C:38]([Cl:39])=[CH:37][CH:36]=[C:35]4[C:30]=3[CH:31]=[CH:32][C:33]([CH:40]=O)=[N:34]4)=[O:27])[CH2:24][CH:19]3[CH2:20][CH:21]([CH2:23][CH:17]([CH2:18]3)[CH2:16]1)[CH2:22]2.C(O[BH-](OC(=O)C)OC(=O)C)(=O)C.[Na+]. (3) Given the product [F:20][C:14]1[CH:13]=[C:12]2[C:17]([C:18]([OH:19])=[C:9]([C:7]([NH:6][CH2:5][C:4]([OH:22])=[O:3])=[O:8])[C:10](=[O:21])[S:11]2)=[CH:16][CH:15]=1, predict the reactants needed to synthesize it. The reactants are: C([O:3][C:4](=[O:22])[CH2:5][NH:6][C:7]([C:9]1[C:10](=[O:21])[S:11][C:12]2[C:17]([C:18]=1[OH:19])=[CH:16][CH:15]=[C:14]([F:20])[CH:13]=2)=[O:8])C.[OH-].[Na+]. (4) The reactants are: [NH2:1][C:2]1[C:10]2[C:9]([C:11]3[CH:16]=[CH:15][C:14]([Cl:17])=[C:13]([Cl:18])[CH:12]=3)=[N:8][C:7](S(C)=O)=[N:6][C:5]=2[S:4][C:3]=1[C:22]([NH2:24])=[O:23].[NH2:25][CH2:26][C@H:27]([OH:29])[CH3:28]. Given the product [OH:29][C@H:27]([CH3:28])[CH2:26][NH:25][C:7]1[N:8]=[C:9]([C:11]2[CH:16]=[CH:15][C:14]([Cl:17])=[C:13]([Cl:18])[CH:12]=2)[C:10]2[C:2]([NH2:1])=[C:3]([C:22]([NH2:24])=[O:23])[S:4][C:5]=2[N:6]=1, predict the reactants needed to synthesize it. (5) Given the product [C:1]([O:5][C:6](=[O:25])[NH:7][C:8]1[CH:13]=[C:12]([O:14][CH2:15][C:16]([F:18])([F:17])[F:19])[C:11]([C:20]([F:22])([F:23])[F:21])=[CH:10][C:9]=1[NH:24][C:31](=[O:30])[CH2:32][C:33]([C:35]1[CH:40]=[CH:39][CH:38]=[C:37]([C:41]2[CH:42]=[N:43][C:44]([CH2:48][CH3:49])=[CH:45][C:46]=2[CH3:47])[CH:36]=1)=[O:34])([CH3:4])([CH3:2])[CH3:3], predict the reactants needed to synthesize it. The reactants are: [C:1]([O:5][C:6](=[O:25])[NH:7][C:8]1[CH:13]=[C:12]([O:14][CH2:15][C:16]([F:19])([F:18])[F:17])[C:11]([C:20]([F:23])([F:22])[F:21])=[CH:10][C:9]=1[NH2:24])([CH3:4])([CH3:3])[CH3:2].C([O:30][C:31](=O)[CH2:32][C:33]([C:35]1[CH:40]=[CH:39][CH:38]=[C:37]([C:41]2[CH:42]=[N:43][C:44]([CH2:48][CH3:49])=[CH:45][C:46]=2[CH3:47])[CH:36]=1)=[O:34])(C)(C)C.